This data is from Forward reaction prediction with 1.9M reactions from USPTO patents (1976-2016). The task is: Predict the product of the given reaction. Given the reactants [K].[C:2]1(=[O:12])[NH:6][C:5](=[O:7])[C:4]2=[CH:8][CH:9]=[CH:10][CH:11]=[C:3]12.C1C[C@H](N[C:42]([C:44]2[C:49](P(C3C=CC=CC=3)C3C=CC=CC=3)=[CH:48][CH:47]=[CH:46][CH:45]=2)=O)[C@@H](N[C:42]([C:44]2[C:49](P(C3C=CC=CC=3)C3C=CC=CC=3)=[CH:48][CH:47]=[CH:46][CH:45]=2)=O)CC1.C(=O)(OC)OC1CCCCC=C1, predict the reaction product. The product is: [C@@H:42]1([N:6]2[C:2](=[O:12])[C:3]3[C:4](=[CH:8][CH:9]=[CH:10][CH:11]=3)[C:5]2=[O:7])[CH2:44][CH2:49][CH2:48][CH2:47][CH:46]=[CH:45]1.